Dataset: NCI-60 drug combinations with 297,098 pairs across 59 cell lines. Task: Regression. Given two drug SMILES strings and cell line genomic features, predict the synergy score measuring deviation from expected non-interaction effect. (1) Drug 1: CC1=C2C(C(=O)C3(C(CC4C(C3C(C(C2(C)C)(CC1OC(=O)C(C(C5=CC=CC=C5)NC(=O)OC(C)(C)C)O)O)OC(=O)C6=CC=CC=C6)(CO4)OC(=O)C)OC)C)OC. Drug 2: CN(C)N=NC1=C(NC=N1)C(=O)N. Cell line: M14. Synergy scores: CSS=53.4, Synergy_ZIP=9.43, Synergy_Bliss=6.57, Synergy_Loewe=-32.1, Synergy_HSA=4.27. (2) Drug 1: C1=CC=C(C(=C1)C(C2=CC=C(C=C2)Cl)C(Cl)Cl)Cl. Drug 2: CC12CCC3C(C1CCC2O)C(CC4=C3C=CC(=C4)O)CCCCCCCCCS(=O)CCCC(C(F)(F)F)(F)F. Cell line: 786-0. Synergy scores: CSS=-0.892, Synergy_ZIP=-1.15, Synergy_Bliss=-4.61, Synergy_Loewe=-4.41, Synergy_HSA=-4.84. (3) Drug 1: CN(CCCl)CCCl.Cl. Drug 2: CC1C(C(CC(O1)OC2CC(CC3=C2C(=C4C(=C3O)C(=O)C5=C(C4=O)C(=CC=C5)OC)O)(C(=O)CO)O)N)O.Cl. Cell line: TK-10. Synergy scores: CSS=49.1, Synergy_ZIP=-1.06, Synergy_Bliss=-0.843, Synergy_Loewe=-1.03, Synergy_HSA=2.37. (4) Drug 1: CC12CCC(CC1=CCC3C2CCC4(C3CC=C4C5=CN=CC=C5)C)O. Drug 2: CCN(CC)CCCC(C)NC1=C2C=C(C=CC2=NC3=C1C=CC(=C3)Cl)OC. Cell line: NCIH23. Synergy scores: CSS=27.2, Synergy_ZIP=-8.96, Synergy_Bliss=-8.12, Synergy_Loewe=-19.3, Synergy_HSA=-7.51. (5) Drug 1: C1=CC(=CC=C1CCC2=CNC3=C2C(=O)NC(=N3)N)C(=O)NC(CCC(=O)O)C(=O)O. Drug 2: COCCOC1=C(C=C2C(=C1)C(=NC=N2)NC3=CC=CC(=C3)C#C)OCCOC.Cl. Cell line: HS 578T. Synergy scores: CSS=8.06, Synergy_ZIP=-4.63, Synergy_Bliss=-4.86, Synergy_Loewe=-11.6, Synergy_HSA=-5.26. (6) Drug 1: C1=CC(=CC=C1C#N)C(C2=CC=C(C=C2)C#N)N3C=NC=N3. Drug 2: CC(C)CN1C=NC2=C1C3=CC=CC=C3N=C2N. Cell line: HS 578T. Synergy scores: CSS=4.48, Synergy_ZIP=1.40, Synergy_Bliss=-5.33, Synergy_Loewe=-0.357, Synergy_HSA=-1.36.